Dataset: Catalyst prediction with 721,799 reactions and 888 catalyst types from USPTO. Task: Predict which catalyst facilitates the given reaction. Reactant: C(=O)([O-])[O-].[K+].[K+].[F:7][C:8]([F:18])([F:17])[C:9]1[CH:16]=[CH:15][C:12]([CH2:13]Br)=[CH:11][CH:10]=1.[OH:19][C:20]1[CH:27]=[C:26]([OH:28])[CH:25]=[CH:24][C:21]=1[CH:22]=[O:23]. Product: [OH:19][C:20]1[CH:27]=[C:26]([O:28][CH2:13][C:12]2[CH:15]=[CH:16][C:9]([C:8]([F:18])([F:17])[F:7])=[CH:10][CH:11]=2)[CH:25]=[CH:24][C:21]=1[CH:22]=[O:23]. The catalyst class is: 21.